From a dataset of Full USPTO retrosynthesis dataset with 1.9M reactions from patents (1976-2016). Predict the reactants needed to synthesize the given product. (1) Given the product [Br:12][C:13]1[CH:14]=[CH:15][C:16]([OH:21])=[C:17]([C:18]2[NH:1][N:2]=[C:3]([C:5]3[CH:10]=[CH:9][CH:8]=[C:7]([CH3:11])[N:6]=3)[N:4]=2)[CH:20]=1, predict the reactants needed to synthesize it. The reactants are: [NH2:1][NH:2][C:3]([C:5]1[CH:10]=[CH:9][CH:8]=[C:7]([CH3:11])[N:6]=1)=[NH:4].[Br:12][C:13]1[CH:14]=[CH:15][C:16]([OH:21])=[C:17]([CH:20]=1)[CH:18]=O. (2) Given the product [CH3:1][C:2]1[C:3]([C:12]([O:21][CH2:19][CH3:20])=[O:15])=[N:4][CH:5]=[C:6]([CH3:11])[C:7]=1[N+:8]([O-:10])=[O:9], predict the reactants needed to synthesize it. The reactants are: [CH3:1][C:2]1[C:3]([C:12]#N)=[N:4][CH:5]=[C:6]([CH3:11])[C:7]=1[N+:8]([O-:10])=[O:9].S(=O)(=O)(O)[OH:15].[CH2:19]([OH:21])[CH3:20]. (3) Given the product [NH2:4][C:3]1[CH:5]=[CH:6][C:7]([C:9]([F:12])([F:11])[F:10])=[CH:8][C:2]=1/[CH:15]=[CH:14]/[C:13]([O:17][CH3:18])=[O:16], predict the reactants needed to synthesize it. The reactants are: Br[C:2]1[CH:8]=[C:7]([C:9]([F:12])([F:11])[F:10])[CH:6]=[CH:5][C:3]=1[NH2:4].[C:13]([O:17][CH3:18])(=[O:16])[CH:14]=[CH2:15].CC1C=CC=CC=1P(C1C=CC=CC=1C)C1C=CC=CC=1C.C(N(CC)CC)C. (4) Given the product [CH2:74]([NH:85][C:1](=[O:34])[O:2][CH2:3][N:4]1[C:13]2[C:8](=[CH:9][CH:10]=[C:11]([O:14][CH2:15][CH2:16][CH2:17][CH2:18][N:19]3[CH2:24][CH2:23][N:22]([C:25]4[CH:30]=[CH:29][CH:28]=[C:27]([Cl:31])[C:41]=4[Cl:44])[CH2:21][CH2:20]3)[CH:12]=2)[CH2:7][CH2:6][C:5]1=[O:33])[C:73]1[CH:78]=[CH:79][CH:70]=[CH:71][CH:72]=1, predict the reactants needed to synthesize it. The reactants are: [C:1](=O)([O:34]CCC(C)C)[O:2][CH2:3][N:4]1[C:13]2[C:8](=[CH:9][CH:10]=[C:11]([O:14][CH2:15][CH2:16][CH2:17][CH2:18][N:19]3[CH2:24][CH2:23][N:22]([C:25]4[CH:30]=[CH:29][CH:28]=[C:27]([Cl:31])C=4Cl)[CH2:21][CH2:20]3)[CH:12]=2)[CH2:7][CH2:6][C:5]1=[O:33].[C:41]([Cl:44])(Cl)=O.CC(C)CCO.ClC1C(Cl)=CC=CC=1N1CCN(CCCCO[C:70]2[CH:79]=[C:78]3[C:73]([CH2:74]CC(=O)N3CO)=[CH:72][CH:71]=2)CC1.C([N:85](CC)CC)C.